This data is from Reaction yield outcomes from USPTO patents with 853,638 reactions. The task is: Predict the reaction yield, written as a fraction of the theoretical maximum amount of product (1.0 means a 100% yield; for example, 0.34 means a 34% yield). The reactants are Br[C:2]1[S:3][C:4]([NH:11][C:12]([O:14][C:15]([CH3:18])([CH3:17])[CH3:16])=[O:13])=[C:5]([C:7]([O:9][CH3:10])=[O:8])[N:6]=1.[F:19][C:20]1[C:25]([O:26][CH3:27])=[CH:24][CH:23]=[C:22]([F:28])[C:21]=1B(O)O.P([O-])([O-])([O-])=O.[K+].[K+].[K+]. The catalyst is C1(P(C2CCCCC2)C2C=CC=CC=2C2C(C(C)C)=CC(C(C)C)=CC=2C(C)C)CCCCC1.NC1C=CC=CC=1C1C=CC=CC=1[Pd]Cl. The product is [C:15]([O:14][C:12]([NH:11][C:4]1[S:3][C:2]([C:21]2[C:22]([F:28])=[CH:23][CH:24]=[C:25]([O:26][CH3:27])[C:20]=2[F:19])=[N:6][C:5]=1[C:7]([O:9][CH3:10])=[O:8])=[O:13])([CH3:18])([CH3:17])[CH3:16]. The yield is 0.390.